Dataset: Cav3 T-type calcium channel HTS with 100,875 compounds. Task: Binary Classification. Given a drug SMILES string, predict its activity (active/inactive) in a high-throughput screening assay against a specified biological target. The compound is FC(F)(F)C1(NC(=O)N(C1=O)Cc1cccnc1)NC(=O)c1ccccc1. The result is 0 (inactive).